Predict which catalyst facilitates the given reaction. From a dataset of Catalyst prediction with 721,799 reactions and 888 catalyst types from USPTO. (1) Reactant: [NH2:1][CH2:2][CH2:3][CH2:4][C@H:5]([NH:9][C:10]([C:12]1[S:13][C:14]([CH:17]([C:24]2[CH:29]=[CH:28][CH:27]=[CH:26][CH:25]=2)[C:18]2[CH:23]=[CH:22][CH:21]=[CH:20][CH:19]=2)=[CH:15][CH:16]=1)=[O:11])[C:6]([OH:8])=[O:7].[C:30]([OH:36])([C:32]([F:35])([F:34])[F:33])=[O:31].C(O)C.Cl.[C:41](=[NH:48])(OCC)[CH2:42][CH2:43][CH3:44]. Product: [C:41]([NH:1][CH2:2][CH2:3][CH2:4][C@H:5]([NH:9][C:10]([C:12]1[S:13][C:14]([CH:17]([C:18]2[CH:19]=[CH:20][CH:21]=[CH:22][CH:23]=2)[C:24]2[CH:29]=[CH:28][CH:27]=[CH:26][CH:25]=2)=[CH:15][CH:16]=1)=[O:11])[C:6]([OH:8])=[O:7])(=[NH:48])[CH2:42][CH2:43][CH3:44].[C:30]([OH:36])([C:32]([F:35])([F:34])[F:33])=[O:31]. The catalyst class is: 424. (2) Reactant: [NH2:1][CH2:2][C@@H:3]([OH:20])[CH2:4][N:5]1[C:11]2[CH:12]=[CH:13][CH:14]=[CH:15][C:10]=2[CH2:9][CH2:8][C:7]2[CH:16]=[CH:17][CH:18]=[CH:19][C:6]1=2.C(N(CC)CC)C.[F:28][C:29]([F:42])([F:41])[O:30][C:31]1[CH:36]=[CH:35][C:34]([S:37](Cl)(=[O:39])=[O:38])=[CH:33][CH:32]=1.[Na+].[Cl-]. Product: [CH:15]1[C:10]2[CH2:9][CH2:8][C:7]3[CH:16]=[CH:17][CH:18]=[CH:19][C:6]=3[N:5]([CH2:4][C@H:3]([OH:20])[CH2:2][NH:1][S:37]([C:34]3[CH:33]=[CH:32][C:31]([O:30][C:29]([F:28])([F:41])[F:42])=[CH:36][CH:35]=3)(=[O:39])=[O:38])[C:11]=2[CH:12]=[CH:13][CH:14]=1. The catalyst class is: 3. (3) Reactant: [C@H:1]1([N:13]2[CH2:18][CH2:17][CH:16]([NH:19][C:20]3[C:21]([NH2:26])=[CH:22][CH:23]=[CH:24][CH:25]=3)[CH2:15][CH2:14]2)[C:11]2=[C:12]3[C:7](=[CH:8][CH:9]=[CH:10]2)[CH:6]=[CH:5][CH:4]=[C:3]3[CH2:2]1.[C:27](N1C=CN=C1)(N1C=CN=C1)=[O:28].O. Product: [C@H:1]1([N:13]2[CH2:14][CH2:15][CH:16]([N:19]3[C:20]4[CH:25]=[CH:24][CH:23]=[CH:22][C:21]=4[NH:26][C:27]3=[O:28])[CH2:17][CH2:18]2)[C:11]2=[C:12]3[C:7](=[CH:8][CH:9]=[CH:10]2)[CH:6]=[CH:5][CH:4]=[C:3]3[CH2:2]1. The catalyst class is: 1. (4) Reactant: [H-].[Al+3].[Li+].[H-].[H-].[H-].C([O:11][C:12](=O)[CH2:13][C:14]1[CH:15]=[C:16]2[C:20](=[CH:21][CH:22]=1)[N:19]([CH:23]1[CH2:28][CH2:27][CH2:26][CH2:25][O:24]1)[N:18]=[C:17]2[C:29]1[N:34]=[C:33]([O:35][C@H:36]2[CH2:43][N:42]([C:44]([O:46][C:47]([CH3:50])([CH3:49])[CH3:48])=[O:45])[CH2:41][CH2:40][C:37]32[CH2:39][CH2:38]3)[CH:32]=[N:31][CH:30]=1)(C)(C)C. Product: [OH:11][CH2:12][CH2:13][C:14]1[CH:15]=[C:16]2[C:20](=[CH:21][CH:22]=1)[N:19]([CH:23]1[CH2:28][CH2:27][CH2:26][CH2:25][O:24]1)[N:18]=[C:17]2[C:29]1[N:34]=[C:33]([O:35][C@H:36]2[CH2:43][N:42]([C:44]([O:46][C:47]([CH3:50])([CH3:49])[CH3:48])=[O:45])[CH2:41][CH2:40][C:37]32[CH2:39][CH2:38]3)[CH:32]=[N:31][CH:30]=1. The catalyst class is: 1. (5) Reactant: C([O:8][C:9]([NH:11][C:12]1[CH:17]=[CH:16][C:15]([N:18]2[CH2:22][CH:21]3[CH2:23][C:24]4([CH2:29][CH:20]3[CH2:19]2)[O:28][CH2:27][CH2:26][O:25]4)=[C:14]([F:30])[CH:13]=1)=[O:10])C1C=CC=CC=1.C([Li])CCC.[C:36](OC[C@@H]1OC1)(=[O:40])[CH2:37][CH2:38]C. The catalyst class is: 7. Product: [F:30][C:14]1[CH:13]=[C:12]([N:11]2[CH2:38][C@H:37]([CH2:36][OH:40])[O:8][C:9]2=[O:10])[CH:17]=[CH:16][C:15]=1[N:18]1[CH2:19][CH:20]2[CH2:29][C:24]3([CH2:23][CH:21]2[CH2:22]1)[O:25][CH2:26][CH2:27][O:28]3. (6) Reactant: CCN(C(C)C)C(C)C.[F:10][C:11]1[C:16]([CH3:17])=[CH:15][C:14]([NH:18][CH:19]2[CH2:24][CH2:23][N:22]([C:25]([O:27][C:28]([CH3:31])([CH3:30])[CH3:29])=[O:26])[CH2:21][CH2:20]2)=[C:13]([OH:32])[CH:12]=1.Cl[C:34](Cl)([O:36]C(=O)OC(Cl)(Cl)Cl)Cl. Product: [F:10][C:11]1[C:16]([CH3:17])=[CH:15][C:14]2[N:18]([CH:19]3[CH2:20][CH2:21][N:22]([C:25]([O:27][C:28]([CH3:29])([CH3:31])[CH3:30])=[O:26])[CH2:23][CH2:24]3)[C:34](=[O:36])[O:32][C:13]=2[CH:12]=1. The catalyst class is: 4.